From a dataset of Peptide-MHC class I binding affinity with 185,985 pairs from IEDB/IMGT. Regression. Given a peptide amino acid sequence and an MHC pseudo amino acid sequence, predict their binding affinity value. This is MHC class I binding data. (1) The peptide sequence is SIIQEKLGY. The MHC is HLA-A01:01 with pseudo-sequence HLA-A01:01. The binding affinity (normalized) is 0.0847. (2) The MHC is HLA-A25:01 with pseudo-sequence HLA-A25:01. The binding affinity (normalized) is 0.0847. The peptide sequence is LAMLVLHQV. (3) The peptide sequence is TLLPLTQYNR. The MHC is HLA-A11:01 with pseudo-sequence HLA-A11:01. The binding affinity (normalized) is 0.168. (4) The peptide sequence is RYPLTFGWCF. The MHC is HLA-A24:02 with pseudo-sequence HLA-A24:02. The binding affinity (normalized) is 0.716. (5) The MHC is Mamu-B08 with pseudo-sequence Mamu-B08. The binding affinity (normalized) is 0.818. The peptide sequence is DRQAGFLGL.